Dataset: Forward reaction prediction with 1.9M reactions from USPTO patents (1976-2016). Task: Predict the product of the given reaction. (1) Given the reactants [Br:1][C:2]1[CH:3]=[CH:4][C:5]([NH2:9])=[N:6][C:7]=1[Br:8].S(=O)(=O)(O)O.[N+:15]([O-])([OH:17])=[O:16].N, predict the reaction product. The product is: [Br:1][C:2]1[CH:3]=[CH:4][C:5]([NH:9][N+:15]([O-:17])=[O:16])=[N:6][C:7]=1[Br:8]. (2) Given the reactants CCN(C(C)C)C(C)C.[CH3:10][O:11][C:12]1[CH:13]=[CH:14][CH:15]=[C:16]2[C:21]=1[O:20][C:19](=[O:22])[C:18]([C:23]([OH:25])=O)=[CH:17]2.CN(C(ON1N=NC2C=CC=NC1=2)=[N+](C)C)C.F[P-](F)(F)(F)(F)F.[CH3:50][O:51][C:52]1[N:57]=[CH:56][C:55]([C:58]2[CH:59]=[C:60]([NH2:64])[CH:61]=[CH:62][CH:63]=2)=[CH:54][N:53]=1, predict the reaction product. The product is: [CH3:50][O:51][C:52]1[N:53]=[CH:54][C:55]([C:58]2[CH:59]=[C:60]([NH:64][C:23]([C:18]3[C:19](=[O:22])[O:20][C:21]4[C:16]([CH:17]=3)=[CH:15][CH:14]=[CH:13][C:12]=4[O:11][CH3:10])=[O:25])[CH:61]=[CH:62][CH:63]=2)=[CH:56][N:57]=1. (3) Given the reactants CC[CH:3]([C:6]1[S:7][CH:8]=[C:9]([C:11]([O:13]CC)=[O:12])[N:10]=1)[CH2:4][CH3:5].[CH3:16]C(C)CC(Cl)=O, predict the reaction product. The product is: [CH2:3]([C:6]1[S:7][CH:8]=[C:9]([C:11]([OH:13])=[O:12])[N:10]=1)[CH:4]([CH3:5])[CH3:16]. (4) Given the reactants [F:1][C:2]1[CH:7]=[C:6]([F:8])[CH:5]=[CH:4][C:3]=1[N:9]=[C:10]=[S:11].[CH2:12]([N:19]1[C:23]2([CH2:28][CH2:27][NH:26][CH2:25][CH2:24]2)[NH:22][CH:21]([CH2:29][C:30]2[CH:35]=[CH:34][CH:33]=[CH:32][CH:31]=2)[C:20]1=[O:36])[C:13]1[CH:18]=[CH:17][CH:16]=[CH:15][CH:14]=1, predict the reaction product. The product is: [F:1][C:2]1[CH:7]=[C:6]([F:8])[CH:5]=[CH:4][C:3]=1[NH:9][C:10]([N:26]1[CH2:27][CH2:28][C:23]2([N:19]([CH2:12][C:13]3[CH:18]=[CH:17][CH:16]=[CH:15][CH:14]=3)[C:20](=[O:36])[CH:21]([CH2:29][C:30]3[CH:35]=[CH:34][CH:33]=[CH:32][CH:31]=3)[NH:22]2)[CH2:24][CH2:25]1)=[S:11]. (5) Given the reactants [F:1][C:2]1[C:3]([C:32]([F:35])([F:34])[F:33])=[C:4]([C:8]([N:10]2[CH2:15][CH2:14][N:13]([C:16]3[S:17][C:18]([C:21]4[N:22]=[N:23][N:24]([CH2:26][C:27]([O:29]CC)=[O:28])[N:25]=4)=[CH:19][N:20]=3)[CH2:12][CH2:11]2)=[O:9])[CH:5]=[CH:6][CH:7]=1.[Li+].[OH-], predict the reaction product. The product is: [F:1][C:2]1[C:3]([C:32]([F:35])([F:33])[F:34])=[C:4]([C:8]([N:10]2[CH2:11][CH2:12][N:13]([C:16]3[S:17][C:18]([C:21]4[N:22]=[N:23][N:24]([CH2:26][C:27]([OH:29])=[O:28])[N:25]=4)=[CH:19][N:20]=3)[CH2:14][CH2:15]2)=[O:9])[CH:5]=[CH:6][CH:7]=1. (6) Given the reactants Br[C:2]1[CH:11]=[CH:10][C:5]([C:6]([O:8][CH3:9])=[O:7])=[C:4]([O:12][CH3:13])[CH:3]=1.[CH3:14][C:15]([CH3:19])([CH3:18])[C:16]#[CH:17], predict the reaction product. The product is: [CH3:13][O:12][C:4]1[CH:3]=[C:2]([C:17]#[C:16][C:15]([CH3:19])([CH3:18])[CH3:14])[CH:11]=[CH:10][C:5]=1[C:6]([O:8][CH3:9])=[O:7]. (7) Given the reactants [CH:1]([C:3]1[N:4]2[C:8]([C:9]([C:12]([O:14][CH3:15])=[O:13])=[CH:10][CH:11]=1)=[CH:7][CH:6]=[CH:5]2)=O.[NH2:16][OH:17].Cl.CC([O-])=O.[Na+], predict the reaction product. The product is: [OH:17]/[N:16]=[CH:1]/[C:3]1[N:4]2[C:8]([C:9]([C:12]([O:14][CH3:15])=[O:13])=[CH:10][CH:11]=1)=[CH:7][CH:6]=[CH:5]2. (8) Given the reactants [O:1]=[C:2]1[C:11]2[C:6](=[CH:7][CH:8]=[CH:9][C:10]=2[C:12]([F:15])([F:14])[F:13])[NH:5][CH:4]=[C:3]1[C:16]([OH:18])=O.[CH:19]12[N:25]([C:26]3[CH:32]=[CH:31][C:29]([NH2:30])=[C:28]([C:33]#[C:34][CH2:35][N:36]([CH3:38])[CH3:37])[CH:27]=3)[CH:22]([CH2:23][CH2:24]1)[CH2:21][CH2:20]2.C(P1(=O)OP(CCC)(=O)OP(CCC)(=O)O1)CC.N1C=CC=CC=1, predict the reaction product. The product is: [CH:19]12[N:25]([C:26]3[CH:32]=[CH:31][C:29]([NH:30][C:16]([C:3]4[C:2](=[O:1])[C:11]5[C:6](=[CH:7][CH:8]=[CH:9][C:10]=5[C:12]([F:13])([F:14])[F:15])[NH:5][CH:4]=4)=[O:18])=[C:28]([C:33]#[C:34][CH2:35][N:36]([CH3:38])[CH3:37])[CH:27]=3)[CH:22]([CH2:23][CH2:24]1)[CH2:21][CH2:20]2. (9) Given the reactants [C:1]([C:3]1[CH:4]=[C:5]([C:13]2[S:17][C:16]([C:18]3[CH:26]=[CH:25][CH:24]=[C:23]4[C:19]=3[CH2:20][CH2:21][C@H:22]4[NH:27]C(=O)OC(C)(C)C)=[CH:15][CH:14]=2)[CH:6]=[CH:7][C:8]=1[O:9][CH:10]([CH3:12])[CH3:11])#[N:2].Cl, predict the reaction product. The product is: [NH2:27][C@H:22]1[C:23]2[C:19](=[C:18]([C:16]3[S:17][C:13]([C:5]4[CH:6]=[CH:7][C:8]([O:9][CH:10]([CH3:12])[CH3:11])=[C:3]([CH:4]=4)[C:1]#[N:2])=[CH:14][CH:15]=3)[CH:26]=[CH:25][CH:24]=2)[CH2:20][CH2:21]1.